From a dataset of Catalyst prediction with 721,799 reactions and 888 catalyst types from USPTO. Predict which catalyst facilitates the given reaction. (1) Reactant: [C:1]1([CH:7]([C:19]2[CH:24]=[CH:23][CH:22]=[CH:21][CH:20]=2)[N:8]2[CH2:13][CH2:12][CH:11]([CH2:14][CH2:15][CH2:16][CH2:17]O)[CH2:10][CH2:9]2)[CH:6]=[CH:5][CH:4]=[CH:3][CH:2]=1.C1(P(C2C=CC=CC=2)C2C=CC=CC=2)C=CC=CC=1.[C:44]1(=[O:54])[NH:48][C:47](=[O:49])[C:46]2=[CH:50][CH:51]=[CH:52][CH:53]=[C:45]12.C(OC(N=NC(OCC)=O)=O)C. Product: [C:1]1([CH:7]([C:19]2[CH:24]=[CH:23][CH:22]=[CH:21][CH:20]=2)[N:8]2[CH2:13][CH2:12][CH:11]([CH2:14][CH2:15][CH2:16][CH2:17][N:48]3[C:44](=[O:54])[C:45]4[C:46](=[CH:50][CH:51]=[CH:52][CH:53]=4)[C:47]3=[O:49])[CH2:10][CH2:9]2)[CH:2]=[CH:3][CH:4]=[CH:5][CH:6]=1. The catalyst class is: 1. (2) Reactant: [BH4-].[Na+].[C:3]([C:5]1[CH:6]=[C:7]2[C:12](=[CH:13][CH:14]=1)[C:11]([C:15]1[N:19]([CH2:20][C:21](OCC)=[O:22])[CH:18]=[N:17][CH:16]=1)=[CH:10][CH2:9][CH2:8]2)#[N:4]. Product: [OH:22][CH2:21][CH2:20][N:19]1[C:15]([C:11]2[C:12]3[CH:13]=[CH:14][C:5]([C:3]#[N:4])=[CH:6][C:7]=3[CH2:8][CH2:9][CH:10]=2)=[CH:16][N:17]=[CH:18]1. The catalyst class is: 8. (3) Reactant: [O:1]1[C:5]2([CH:14]=[CH:13][C:8]3(OCC[O:9]3)[CH:7]=[CH:6]2)[O:4][CH2:3][CH2:2]1.O.C(O)(=O)C. Product: [O:1]1[C:5]2([CH:6]=[CH:7][C:8](=[O:9])[CH:13]=[CH:14]2)[O:4][CH2:3][CH2:2]1. The catalyst class is: 7. (4) Reactant: [Cl:1][C:2]1[C:3]([CH3:36])=[C:4]([CH:22]2[CH2:25][N:24](C(OCC3C=CC=CC=3)=O)[CH2:23]2)[C:5]([O:20][CH3:21])=[C:6]([CH:8]([NH:10][C:11]2[N:19]=[CH:18][N:17]=[C:16]3[C:12]=2[N:13]=[CH:14][NH:15]3)[CH3:9])[CH:7]=1.Cl.O. Product: [NH:24]1[CH2:25][CH:22]([C:4]2[C:5]([O:20][CH3:21])=[C:6]([CH:8]([NH:10][C:11]3[N:19]=[CH:18][N:17]=[C:16]4[C:12]=3[N:13]=[CH:14][NH:15]4)[CH3:9])[CH:7]=[C:2]([Cl:1])[C:3]=2[CH3:36])[CH2:23]1. The catalyst class is: 19. (5) Reactant: [CH3:1][O:2][C:3]([C:5]1[NH:6][C:7]2[C:12]([CH:13]=1)=[CH:11][CH:10]=[C:9]([OH:14])[CH:8]=2)=[O:4].Cl.Cl[C:17]1[S:18][C:19]2[C:20]([N:25]=1)=[N:21][CH:22]=[CH:23][CH:24]=2.C([O-])([O-])=O.[Cs+].[Cs+]. Product: [CH3:1][O:2][C:3]([C:5]1[NH:6][C:7]2[C:12]([CH:13]=1)=[CH:11][CH:10]=[C:9]([O:14][C:17]1[S:18][C:19]3[C:20]([N:25]=1)=[N:21][CH:22]=[CH:23][CH:24]=3)[CH:8]=2)=[O:4]. The catalyst class is: 705. (6) Reactant: [CH3:1][CH2:2][CH:3]([CH2:5][CH:6]([CH2:8][CH2:9][CH2:10][CH2:11][CH2:12][CH2:13][CH2:14][CH2:15][C:16]([NH:18][C@@H:19]1[C:50](=[O:51])[NH:49][C@@H:48]([C@H:52]([OH:54])[CH3:53])[C:46](=[O:47])[N:45]2[C@@H:41]([CH2:42][C@@H:43]([OH:55])[CH2:44]2)[C:39](=[O:40])[NH:38][C@@H:37]([C@H:56]([OH:66])[C@@H:57]([OH:65])[C:58]2[CH:59]=[CH:60][C:61]([OH:64])=[CH:62][CH:63]=2)[C:35](=[O:36])[NH:34][C@@H:33]([C@H:67]([OH:71])[CH2:68][CH2:69][NH2:70])[C:31](=[O:32])[N:30]2[C@@H:26]([C@@H:27]([OH:72])[CH2:28][CH2:29]2)[C:24](=[O:25])[NH:23][C@H:22]([NH:73][CH2:74][CH2:75][NH2:76])[C@H:21]([OH:77])[CH2:20]1)=[O:17])[CH3:7])[CH3:4].CCC(CC(CCCCCCCCC(N[C@@H:146]1C(=O)N[C@@H:145]([C@H:144]([OH:148])C)[C:146](=O)N2[C@@H:146]([CH2:145][C@@H:144]([OH:148])C2)C(=[O:157])N[C@@H:146]([C@H:145](O)[C@@H:144]([OH:148])C2C=CC(O)=CC=2)C(=[O:157])N[C@@H]([C@H:144]([OH:148])[CH2:145][CH2:146]N)C(=[O:157])N2[C@@H:145]([C@@H:144]([OH:148])CC2)[C:146](=[O:157])N[C@H](NCCN)[C@H:144]([OH:148])[CH2:145]1)=[O:157])C)C.CC(O)=[O:157].CC(O)=O. Product: [CH3:1][CH2:2][CH:3]([CH2:5][CH:6]([CH2:8][CH2:9][CH2:10][CH2:11][CH2:12][CH2:13][CH2:14][CH2:15][C:16]([NH:18][C@@H:19]1[C:50](=[O:51])[NH:49][C@@H:48]([C@H:52]([OH:54])[CH3:53])[C:46](=[O:47])[N:45]2[C@@H:41]([CH2:42][C@@H:43]([OH:55])[CH2:44]2)[C:39](=[O:40])[NH:38][C@@H:37]([C@H:56]([OH:66])[C@@H:57]([OH:65])[C:58]2[CH:63]=[CH:62][C:61]([OH:64])=[CH:60][CH:59]=2)[C:35](=[O:36])[NH:34][C@@H:33]([C@H:67]([OH:71])[CH2:68][CH2:69][NH2:70])[C:31](=[O:32])[N:30]2[C@@H:26]([C@@H:27]([OH:72])[CH2:28][CH2:29]2)[C:24](=[O:25])[NH:23][C@H:22]([NH:73][CH2:74][CH2:75][NH2:76])[C@H:21]([OH:77])[CH2:20]1)=[O:17])[CH3:7])[CH3:4].[C:144]([O-:148])(=[O:157])[CH2:145][CH3:146]. The catalyst class is: 6.